This data is from Forward reaction prediction with 1.9M reactions from USPTO patents (1976-2016). The task is: Predict the product of the given reaction. (1) Given the reactants C(OCC)(=O)C.[F:7][C:8]1[CH:13]=[CH:12][C:11]([CH:14]2[CH2:19][C:18]([O:22][CH3:23])([O:20][CH3:21])[CH2:17][CH2:16][NH:15]2)=[C:10]([CH3:24])[CH:9]=1, predict the reaction product. The product is: [F:7][C:8]1[CH:13]=[CH:12][C:11]([C@H:14]2[CH2:19][C:18]([O:22][CH3:23])([O:20][CH3:21])[CH2:17][CH2:16][NH:15]2)=[C:10]([CH3:24])[CH:9]=1. (2) Given the reactants [C:1]([C:5]1[N:10]=[CH:9][C:8]([C:11]2[N:12]([C:32](Cl)=[O:33])[C@@:13]([C:25]3[CH:30]=[CH:29][C:28]([Cl:31])=[CH:27][CH:26]=3)([CH3:24])[C@@:14]([C:17]3[CH:22]=[CH:21][C:20]([Cl:23])=[CH:19][CH:18]=3)([CH3:16])[N:15]=2)=[C:7]([O:35][CH2:36][CH3:37])[CH:6]=1)([CH3:4])([CH3:3])[CH3:2].[NH2:38][CH2:39][C@@H:40]1[C@@H:44]([OH:45])[C@@H:43]([OH:46])[CH2:42][N:41]1[CH2:47][CH2:48][OH:49], predict the reaction product. The product is: [OH:45][C@H:44]1[C@@H:43]([OH:46])[CH2:42][N:41]([CH2:47][CH2:48][OH:49])[C@@H:40]1[CH2:39][NH:38][C:32]([N:12]1[C@@:13]([C:25]2[CH:26]=[CH:27][C:28]([Cl:31])=[CH:29][CH:30]=2)([CH3:24])[C@@:14]([C:17]2[CH:22]=[CH:21][C:20]([Cl:23])=[CH:19][CH:18]=2)([CH3:16])[N:15]=[C:11]1[C:8]1[CH:9]=[N:10][C:5]([C:1]([CH3:2])([CH3:3])[CH3:4])=[CH:6][C:7]=1[O:35][CH2:36][CH3:37])=[O:33]. (3) Given the reactants CO[C:3]([C:5]1[N:6]=[C:7]([C:24]#[N:25])[C:8]2[C:9](=[O:23])[N:10]([CH2:16][C:17]3[CH:22]=[CH:21][CH:20]=[CH:19][CH:18]=3)[CH:11]=[CH:12][C:13]=2[C:14]=1[OH:15])=[O:4].OC(C(F)(F)F)=O.[NH2:33][CH2:34][C:35]([CH3:40])([CH3:39])[C:36]([OH:38])=[O:37].C[O-].[Na+], predict the reaction product. The product is: [CH2:16]([N:10]1[C:9](=[O:23])[C:8]2[C:7]([C:24]#[N:25])=[N:6][C:5]([C:3]([NH:33][CH2:34][C:35]([CH3:40])([CH3:39])[C:36]([OH:38])=[O:37])=[O:4])=[C:14]([OH:15])[C:13]=2[CH:12]=[CH:11]1)[C:17]1[CH:18]=[CH:19][CH:20]=[CH:21][CH:22]=1. (4) Given the reactants [CH2:1]([O:8][C:9]1[C:14](=[O:15])[N:13]=[C:12]([CH2:16][C:17]2[CH:22]=[CH:21][CH:20]=[CH:19][C:18]=2[Br:23])[NH:11][C:10]=1[C:24]([OH:26])=O)[C:2]1[CH:7]=[CH:6][CH:5]=[CH:4][CH:3]=1.[Si:27]([O:34][CH2:35][CH2:36][NH:37][CH:38]([CH3:40])[CH3:39])([C:30]([CH3:33])([CH3:32])[CH3:31])([CH3:29])[CH3:28].O=P(Cl)(Cl)Cl, predict the reaction product. The product is: [Si:27]([O:34][CH2:35][CH2:36][N:37]([CH:38]([CH3:40])[CH3:39])[C:24]([C:10]1[NH:11][C:12]([CH2:16][C:17]2[CH:22]=[CH:21][CH:20]=[CH:19][C:18]=2[Br:23])=[N:13][C:14](=[O:15])[C:9]=1[O:8][CH2:1][C:2]1[CH:7]=[CH:6][CH:5]=[CH:4][CH:3]=1)=[O:26])([C:30]([CH3:33])([CH3:32])[CH3:31])([CH3:29])[CH3:28]. (5) Given the reactants [NH2:1][C:2]1[C:10]([Br:11])=[CH:9][C:8]([C:12]([F:15])([F:14])[F:13])=[CH:7][C:3]=1[C:4]([OH:6])=O.[CH2:16]([S:18][C:19]1[CH:26]=[CH:25][C:22]([C:23]#[N:24])=[CH:21][C:20]=1[NH:27][NH2:28])[CH3:17].Cl.ClC1C=CC(S(CC)(=O)=O)=C(C=1)CN.C1C=CC2N(O)N=NC=2C=1.CCN(C(C)C)C(C)C, predict the reaction product. The product is: [C:23]([C:22]1[CH:25]=[CH:26][C:19]([S:18][CH2:16][CH3:17])=[C:20]([N:27]([C:4](=[O:6])[C:3]2[CH:7]=[C:8]([C:12]([F:15])([F:14])[F:13])[CH:9]=[C:10]([Br:11])[C:2]=2[NH2:1])[NH2:28])[CH:21]=1)#[N:24]. (6) Given the reactants [OH:1][C:2]1[CH:3]=[CH:4][C:5]2[N:9]([CH3:10])[C:8](=[O:11])[N:7]([CH2:12][C@H:13]3[CH2:18][CH2:17][C@H:16]([C:19]([OH:21])=O)[CH2:15][CH2:14]3)[C:6]=2[CH:22]=1.CN(C(ON1N=NC2C=CC=NC1=2)=[N+](C)C)C.F[P-](F)(F)(F)(F)F.[C:47]([N:50]1[CH2:55][CH2:54][NH:53][CH2:52][CH2:51]1)(=[O:49])[CH3:48], predict the reaction product. The product is: [C:47]([N:50]1[CH2:55][CH2:54][N:53]([C:19]([C@H:16]2[CH2:15][CH2:14][C@H:13]([CH2:12][N:7]3[C:6]4[CH:22]=[C:2]([OH:1])[CH:3]=[CH:4][C:5]=4[N:9]([CH3:10])[C:8]3=[O:11])[CH2:18][CH2:17]2)=[O:21])[CH2:52][CH2:51]1)(=[O:49])[CH3:48]. (7) Given the reactants [CH3:1][O:2][C:3]1[CH:8]=[CH:7][C:6]([NH2:9])=[CH:5][CH:4]=1.C(O[CH:13]=[C:14]([C:20]([O:22][CH2:23][CH3:24])=[O:21])[C:15]([O:17][CH2:18][CH3:19])=[O:16])C, predict the reaction product. The product is: [CH3:1][O:2][C:3]1[CH:8]=[CH:7][C:6]([NH:9][CH:13]=[C:14]([C:15]([O:17][CH2:18][CH3:19])=[O:16])[C:20]([O:22][CH2:23][CH3:24])=[O:21])=[CH:5][CH:4]=1. (8) Given the reactants Cl[C:2]1[N:7]=[C:6]([CH3:8])[C:5]([N+:9]([O-:11])=[O:10])=[CH:4][CH:3]=1.[CH3:12][NH:13][CH2:14][CH3:15], predict the reaction product. The product is: [CH2:14]([N:13]([CH3:12])[C:2]1[CH:3]=[CH:4][C:5]([N+:9]([O-:11])=[O:10])=[C:6]([CH3:8])[N:7]=1)[CH3:15]. (9) Given the reactants [Cl:1][C:2]1[C:3]2[N:4]([C:21]([CH3:24])=[N:22][N:23]=2)[C:5]2[CH:10]=[C:9]([CH3:11])[N:8](S(C3C=CC=CC=3)(=O)=O)[C:6]=2[CH:7]=1.[OH-].[K+], predict the reaction product. The product is: [Cl:1][C:2]1[C:3]2[N:4]([C:21]([CH3:24])=[N:22][N:23]=2)[C:5]2[CH:10]=[C:9]([CH3:11])[NH:8][C:6]=2[CH:7]=1. (10) Given the reactants [N:1]1[CH:6]=[CH:5][CH:4]=[C:3]([C:7]2[O:8][CH:9]=[CH:10][N:11]=2)[CH:2]=1.Br[C:13]1[N:18]=[C:17]([C:19]2[N:24]=[CH:23][CH:22]=[CH:21][N:20]=2)[CH:16]=[CH:15][CH:14]=1.C(=O)([O-])[O-].[K+].[K+], predict the reaction product. The product is: [N:1]1[CH:6]=[CH:5][CH:4]=[C:3]([C:7]2[O:8][C:9]([C:13]3[N:18]=[C:17]([C:19]4[N:20]=[CH:21][CH:22]=[CH:23][N:24]=4)[CH:16]=[CH:15][CH:14]=3)=[CH:10][N:11]=2)[CH:2]=1.